This data is from Reaction yield outcomes from USPTO patents with 853,638 reactions. The task is: Predict the reaction yield, written as a fraction of the theoretical maximum amount of product (1.0 means a 100% yield; for example, 0.34 means a 34% yield). (1) The reactants are [NH2:1][C:2]1[CH:10]=[CH:9][CH:8]=[C:7]2[C:3]=1[CH2:4][O:5][C:6]2=[O:11].[F:12][C:13]1[CH:18]=[CH:17][C:16]([C:19](=O)[CH3:20])=[CH:15][CH:14]=1.S([O-])([O-])(=O)=O.[Mg+2].C(O)(=O)C. The catalyst is C1(C)C=CC=CC=1. The product is [F:12][C:13]1[CH:18]=[CH:17][C:16](/[C:19](=[N:1]/[C:2]2[CH:10]=[CH:9][CH:8]=[C:7]3[C:3]=2[CH2:4][O:5][C:6]3=[O:11])/[CH3:20])=[CH:15][CH:14]=1. The yield is 0.880. (2) The catalyst is [Pd]. The yield is 0.980. The product is [NH2:1][C:4]1[C:5]([NH:28][CH3:29])=[CH:6][C:7]([O:23][CH2:24][CH:25]([F:26])[F:27])=[C:8]([CH:22]=1)[C:9]([NH:11][C@H:12]1[CH2:13][CH2:14][C@H:15]([C:18]([F:21])([F:20])[F:19])[CH2:16][CH2:17]1)=[O:10]. The reactants are [N+:1]([C:4]1[C:5]([NH:28][CH3:29])=[CH:6][C:7]([O:23][CH2:24][CH:25]([F:27])[F:26])=[C:8]([CH:22]=1)[C:9]([NH:11][C@H:12]1[CH2:17][CH2:16][C@H:15]([C:18]([F:21])([F:20])[F:19])[CH2:14][CH2:13]1)=[O:10])([O-])=O.[H][H]. (3) The reactants are [CH3:1][O:2][C:3]1[CH:4]=[C:5]([CH:9]=[CH:10][C:11]=1[O:12][CH3:13])[C:6](Cl)=[O:7].Cl.[C:15]1([C:21]2[C:35]3[C:30](=[CH:31][CH:32]=[CH:33][CH:34]=3)[O:29][C:23]3([CH2:28][CH2:27][NH:26][CH2:25][CH2:24]3)[CH:22]=2)[CH:20]=[CH:19][CH:18]=[CH:17][CH:16]=1.CCN(CC)CC. The catalyst is C(Cl)Cl. The product is [CH3:1][O:2][C:3]1[CH:4]=[C:5]([C:6]([N:26]2[CH2:27][CH2:28][C:23]3([CH:22]=[C:21]([C:15]4[CH:20]=[CH:19][CH:18]=[CH:17][CH:16]=4)[C:35]4[C:30](=[CH:31][CH:32]=[CH:33][CH:34]=4)[O:29]3)[CH2:24][CH2:25]2)=[O:7])[CH:9]=[CH:10][C:11]=1[O:12][CH3:13]. The yield is 0.750. (4) The reactants are [Br:1][C:2]1[CH:7]=[CH:6][C:5]([CH2:8][CH2:9][C:10]([OH:12])=O)=[CH:4][CH:3]=1.[CH:13]([NH:16][NH:17][C:18](=[O:25])[C:19]1[CH:24]=[CH:23][CH:22]=[CH:21][CH:20]=1)([CH3:15])[CH3:14].C(N(CC)CC)C.C1C=CC2N(O)N=NC=2C=1.CCN=C=NCCCN(C)C. The catalyst is CN(C=O)C. The product is [Br:1][C:2]1[CH:3]=[CH:4][C:5]([CH2:8][CH2:9][C:10]([N:16]([CH:13]([CH3:15])[CH3:14])[NH:17][C:18](=[O:25])[C:19]2[CH:24]=[CH:23][CH:22]=[CH:21][CH:20]=2)=[O:12])=[CH:6][CH:7]=1. The yield is 0.730. (5) The reactants are Cl[C:2]1[CH:7]=[C:6](I)[C:5]([Cl:9])=[CH:4][N:3]=1.[NH2:10][C:11]1[C:18]([F:19])=[CH:17][CH:16]=[CH:15][C:12]=1[C:13]#[N:14].[O-]P(OP(OP([O-])([O-])=O)([O-])=O)(=O)[O-].[K+].[K+].[K+].[K+].[K+].C1C=CC(P(C2C(OC3C(P(C4C=CC=CC=4)C4C=CC=CC=4)=CC=CC=3)=CC=CC=2)C2C=CC=CC=2)=CC=1.[CH3:77][C:78]1[CH:82]=[C:81]([NH2:83])[N:80]([CH:84]([CH3:86])[CH3:85])[N:79]=1.C(=O)([O-])[O-].[Cs+].[Cs+]. The catalyst is O1CCOCC1.C([O-])(=O)C.[Pd+2].C([O-])(=O)C. The product is [Cl:9][C:5]1[C:6]([NH:10][C:11]2[C:18]([F:19])=[CH:17][CH:16]=[CH:15][C:12]=2[C:13]#[N:14])=[CH:7][C:2]([NH:83][C:81]2[N:80]([CH:84]([CH3:86])[CH3:85])[N:79]=[C:78]([CH3:77])[CH:82]=2)=[N:3][CH:4]=1. The yield is 0.534. (6) The reactants are C[N:2](C)[CH:3]=[N:4][C:5]([C:7]1[N:16]=[C:15]2[N:9]([CH2:10][CH2:11][O:12][C:13]3[CH:20]=[C:19]([Cl:21])[N:18]=[CH:17][C:14]=32)[CH:8]=1)=O.Cl.[F:24][C:25]1[CH:30]=[C:29]([F:31])[CH:28]=[CH:27][C:26]=1[NH:32]N. The catalyst is C(O)(=O)C. The product is [Cl:21][C:19]1[N:18]=[CH:17][C:14]2[C:15]3[N:9]([CH2:10][CH2:11][O:12][C:13]=2[CH:20]=1)[CH:8]=[C:7]([C:5]1[N:32]([C:26]2[CH:27]=[CH:28][C:29]([F:31])=[CH:30][C:25]=2[F:24])[N:2]=[CH:3][N:4]=1)[N:16]=3. The yield is 0.780. (7) The reactants are Cl[C:2]1[C:3]([NH:12][S:13]([C:16]2[CH:21]=[CH:20][CH:19]=[CH:18][CH:17]=2)(=[O:15])=[O:14])=[N:4][C:5]2[C:10]([N:11]=1)=[CH:9][CH:8]=[CH:7][CH:6]=2.[F:22][C:23]1[CH:29]=[CH:28][C:26]([NH2:27])=[CH:25][CH:24]=1.CC(N(C)C)=O. The catalyst is CO. The product is [F:22][C:23]1[CH:29]=[CH:28][C:26]([NH:27][C:2]2[C:3]([NH:12][S:13]([C:16]3[CH:21]=[CH:20][CH:19]=[CH:18][CH:17]=3)(=[O:15])=[O:14])=[N:4][C:5]3[C:10]([N:11]=2)=[CH:9][CH:8]=[CH:7][CH:6]=3)=[CH:25][CH:24]=1. The yield is 0.620. (8) The reactants are [CH3:1][CH:2]1[CH2:7][NH:6][CH2:5][CH:4]([CH3:8])[NH:3]1.Cl[C:10]1[C:15]([Cl:16])=[CH:14][CH:13]=[CH:12][N:11]=1.C(N(C(C)C)CC)(C)C. The catalyst is CN(C=O)C. The product is [Cl:16][C:15]1[C:10]([N:6]2[CH2:5][CH:4]([CH3:8])[NH:3][CH:2]([CH3:1])[CH2:7]2)=[N:11][CH:12]=[CH:13][CH:14]=1. The yield is 0.644.